Dataset: Reaction yield outcomes from USPTO patents with 853,638 reactions. Task: Predict the reaction yield, written as a fraction of the theoretical maximum amount of product (1.0 means a 100% yield; for example, 0.34 means a 34% yield). (1) The reactants are [Br:1][C:2]1[CH:29]=[CH:28][C:5]([CH2:6][C:7]2[S:8][C:9]([CH3:27])=[C:10]([CH3:26])[C:11]=2[C:12]([C:14]2[CH:19]=[CH:18][C:17]([OH:20])=[C:16]([CH:21]3[CH2:25][CH2:24][CH2:23][CH2:22]3)[CH:15]=2)=[O:13])=[CH:4][CH:3]=1.[H-].[Na+].[CH3:32][N:33]1[CH:37]=[C:36]([S:38](Cl)(=[O:40])=[O:39])[CH:35]=[N:34]1. No catalyst specified. The product is [Br:1][C:2]1[CH:29]=[CH:28][C:5]([CH2:6][C:7]2[S:8][C:9]([CH3:27])=[C:10]([CH3:26])[C:11]=2[C:12]([C:14]2[CH:19]=[CH:18][C:17]([O:20][S:38]([C:36]3[CH:35]=[N:34][N:33]([CH3:32])[CH:37]=3)(=[O:40])=[O:39])=[C:16]([CH:21]3[CH2:25][CH2:24][CH2:23][CH2:22]3)[CH:15]=2)=[O:13])=[CH:4][CH:3]=1. The yield is 0.550. (2) The reactants are [I:1][C:2]1[CH:7]=[CH:6][C:5]([OH:8])=[CH:4][CH:3]=1.F[C:10]1[CH:23]=[CH:22][C:13]([C:14]([C:16]2[CH:21]=[CH:20][CH:19]=[CH:18][CH:17]=2)=[O:15])=[CH:12][CH:11]=1.C(=O)([O-])[O-].[K+].[K+].CN(C=O)C. The catalyst is C1(C)C=CC=CC=1. The product is [I:1][C:2]1[CH:7]=[CH:6][C:5]([O:8][C:22]2[CH:23]=[CH:10][CH:11]=[CH:12][C:13]=2[C:14]([C:16]2[CH:21]=[CH:20][CH:19]=[CH:18][CH:17]=2)=[O:15])=[CH:4][CH:3]=1. The yield is 0.870. (3) The reactants are Br[C:2]1[CH:7]=[C:6]([Cl:8])[N:5]=[N:4][C:3]=1[NH2:9].[NH:10]1[CH2:14][CH2:13][CH2:12][CH2:11]1.C(#N)C. The catalyst is C(Cl)Cl. The product is [Cl:8][C:6]1[N:5]=[N:4][C:3]([NH2:9])=[C:2]([N:10]2[CH2:14][CH2:13][CH2:12][CH2:11]2)[CH:7]=1. The yield is 0.420. (4) The reactants are [Br:1][C:2]1[CH:7]=[CH:6][CH:5]=[C:4]([CH2:8][CH2:9][CH:10]=[CH2:11])[CH:3]=1.[I:12]N1C(=O)CCC1=O.CCCC[N+](CCCC)(CCCC)CCCC.[FH:37].F.[F-]. The catalyst is C(Cl)Cl. The product is [Br:1][C:2]1[CH:7]=[CH:6][CH:5]=[C:4]([CH2:8][CH2:9][CH:10]([F:37])[CH2:11][I:12])[CH:3]=1. The yield is 0.500. (5) The reactants are [F:1][C:2]1[CH:7]=[CH:6][C:5]([CH2:8][C:9]2[C:10]([N:16]3[CH2:22][C:21]4[CH:23]=[C:24]([C:27]5[CH:35]=[CH:34][C:30]([C:31]([Cl:33])=[O:32])=[CH:29][CH:28]=5)[CH:25]=[CH:26][C:20]=4[O:19][CH2:18][CH2:17]3)=[N:11][CH:12]=[N:13][C:14]=2[CH3:15])=[CH:4][CH:3]=1.[CH3:36][NH2:37]. The catalyst is C1COCC1. The product is [ClH:33].[F:1][C:2]1[CH:7]=[CH:6][C:5]([CH2:8][C:9]2[C:10]([N:16]3[CH2:22][C:21]4[CH:23]=[C:24]([C:27]5[CH:35]=[CH:34][C:30]([C:31]([NH:37][CH3:36])=[O:32])=[CH:29][CH:28]=5)[CH:25]=[CH:26][C:20]=4[O:19][CH2:18][CH2:17]3)=[N:11][CH:12]=[N:13][C:14]=2[CH3:15])=[CH:4][CH:3]=1. The yield is 0.530. (6) The reactants are [NH2:1][C:2]1[C:11]([F:12])=[C:10]([NH:13][CH2:14][CH2:15][C:16]([O:18][CH2:19][CH3:20])=[O:17])[C:9]([O:21][CH3:22])=[C:8]2[C:3]=1[C:4](=[O:29])[C:5](C(O)=O)=[CH:6][N:7]2[CH:23]1[CH2:25][CH2:24]1.[C-]#N.[Na+]. No catalyst specified. The product is [NH2:1][C:2]1[C:11]([F:12])=[C:10]([NH:13][CH2:14][CH2:15][C:16]([O:18][CH2:19][CH3:20])=[O:17])[C:9]([O:21][CH3:22])=[C:8]2[C:3]=1[C:4](=[O:29])[CH:5]=[CH:6][N:7]2[CH:23]1[CH2:24][CH2:25]1. The yield is 0.630.